From a dataset of Full USPTO retrosynthesis dataset with 1.9M reactions from patents (1976-2016). Predict the reactants needed to synthesize the given product. (1) Given the product [Cl:20][C:21]1[CH:26]=[CH:25][C:24]([O:27][CH:11]([CH3:18])[CH2:12][CH2:13][O:14][C:15](=[O:17])[CH3:16])=[C:23]([O:28][C:29]2[CH:34]=[CH:33][CH:32]=[CH:31][CH:30]=2)[CH:22]=1, predict the reactants needed to synthesize it. The reactants are: C1(C)C=CC(S(O[C@H:11]([CH3:18])[CH2:12][CH2:13][O:14][C:15](=[O:17])[CH3:16])(=O)=O)=CC=1.[Cl:20][C:21]1[CH:26]=[CH:25][C:24]([OH:27])=[C:23]([O:28][C:29]2[CH:34]=[CH:33][CH:32]=[CH:31][CH:30]=2)[CH:22]=1.C(=O)([O-])[O-].[Cs+].[Cs+]. (2) Given the product [I:1][C:2]1[CH:3]=[C:4]([NH:9][C:18](=[O:19])[C:17]([F:28])([F:27])[F:16])[CH:5]=[CH:6][C:7]=1[I:8], predict the reactants needed to synthesize it. The reactants are: [I:1][C:2]1[CH:3]=[C:4]([NH2:9])[CH:5]=[CH:6][C:7]=1[I:8].N1C=CC=CC=1.[F:16][C:17]([F:28])([F:27])[C:18](O[C:18](=[O:19])[C:17]([F:28])([F:27])[F:16])=[O:19]. (3) Given the product [CH2:12]([C:16]1[CH:21]([C:6](=[O:10])/[CH:7]=[CH:8]/[CH3:9])[CH2:20][CH2:19][CH2:18][CH:17]=1)[CH:13]([CH3:15])[CH3:14], predict the reactants needed to synthesize it. The reactants are: [Sn](Cl)(Cl)(Cl)Cl.[C:6](Cl)(=[O:10])/[CH:7]=[CH:8]/[CH3:9].[CH2:12]([C:16]1[CH2:21][CH2:20][CH2:19][CH2:18][CH:17]=1)[CH:13]([CH3:15])[CH3:14]. (4) Given the product [N+:28]([C:23]1[CH:24]=[CH:25][CH:26]=[CH:27][C:22]=1[NH:1][C:2]1[CH:3]=[CH:4][C:5]2[C:11](=[O:12])[C:10]3[CH:13]=[CH:14][C:15]([N+:17]([O-:19])=[O:18])=[CH:16][C:9]=3[CH2:8][O:7][C:6]=2[CH:20]=1)([O-:30])=[O:29], predict the reactants needed to synthesize it. The reactants are: [NH2:1][C:2]1[CH:3]=[CH:4][C:5]2[C:11](=[O:12])[C:10]3[CH:13]=[CH:14][C:15]([N+:17]([O-:19])=[O:18])=[CH:16][C:9]=3[CH2:8][O:7][C:6]=2[CH:20]=1.Br[C:22]1[CH:27]=[CH:26][CH:25]=[CH:24][C:23]=1[N+:28]([O-:30])=[O:29].C1(P(C2CCCCC2)C2C=CC=CC=2C2C(C(C)C)=CC(C(C)C)=CC=2C(C)C)CCCCC1.CC([O-])(C)C.[K+]. (5) Given the product [CH2:18]([O:17][CH2:16][CH2:15][N:13]([CH3:14])[C:11](=[N:23][C:24]1[CH:32]=[C:31]2[C:27]([CH2:28][C@@H:29]([OH:48])[C@@H:30]2[NH:33][C:34]([C:36]2([C:24]3[CH:32]=[CH:31][CH:27]=[CH:26][CH:25]=3)[CH:37]=[CH:38][CH:39]=[CH:40][CH2:41]2)=[O:35])=[CH:26][CH:25]=1)[CH3:12])[CH2:19][CH2:20][CH2:21][CH3:22], predict the reactants needed to synthesize it. The reactants are: OS(C(F)(F)F)(=O)=O.CS[CH:11]([N:13]([CH2:15][CH2:16][O:17][CH2:18][CH2:19][CH2:20][CH2:21][CH3:22])[CH3:14])[CH3:12].[NH2:23][C:24]1[CH:32]=[C:31]2[C:27]([CH2:28][C@@H:29]([OH:48])[C@@H:30]2[NH:33][C:34]([C:36]2[CH:41]=[CH:40][C:39](C3C=CC=CC=3)=[CH:38][CH:37]=2)=[O:35])=[CH:26][CH:25]=1. (6) Given the product [F:1][C:2]1[CH:3]=[CH:4][C:5]2[C:11](=[O:12])[N:10]3[CH2:13][C@H:14]([C:17]([OH:19])=[O:18])[CH2:15][CH2:16][C@H:9]3[CH2:8][CH2:7][C:6]=2[N:21]=1, predict the reactants needed to synthesize it. The reactants are: [F:1][C:2]1[CH:3]=[CH:4][C:5]2[C:11](=[O:12])[N:10]3[CH2:13][C@H:14]([C:17]([O:19]C)=[O:18])[CH2:15][CH2:16][C@H:9]3[CH2:8][CH2:7][C:6]=2[N:21]=1.[OH-].[Na+].Cl.